This data is from Forward reaction prediction with 1.9M reactions from USPTO patents (1976-2016). The task is: Predict the product of the given reaction. (1) Given the reactants [CH3:1][O:2][C:3]1[CH:4]=[C:5]([CH:10]=[CH:11][C:12]=1[N:13]1[CH:17]=[N:16][C:15]([CH3:18])=[N:14]1)[C:6](OC)=[O:7].[H-].[H-].[H-].[H-].[Li+].[Al+3], predict the reaction product. The product is: [CH3:1][O:2][C:3]1[CH:4]=[C:5]([CH:10]=[CH:11][C:12]=1[N:13]1[CH:17]=[N:16][C:15]([CH3:18])=[N:14]1)[CH:6]=[O:7]. (2) Given the reactants Br[C:2]1[N:7]=[CH:6][C:5]([CH2:8][N:9]2[C:18]3[C:13](=[CH:14][CH:15]=[CH:16][C:17]=3[Cl:19])[C:12](=[O:20])[C:11]([C:21]([O:23][CH2:24][CH3:25])=[O:22])=[N:10]2)=[CH:4][CH:3]=1.[Cl-].[CH3:27][Zn+].O, predict the reaction product. The product is: [Cl:19][C:17]1[CH:16]=[CH:15][CH:14]=[C:13]2[C:18]=1[N:9]([CH2:8][C:5]1[CH:6]=[N:7][C:2]([CH3:27])=[CH:3][CH:4]=1)[N:10]=[C:11]([C:21]([O:23][CH2:24][CH3:25])=[O:22])[C:12]2=[O:20]. (3) Given the reactants [S:1]1[CH:5]=[CH:4][CH:3]=[C:2]1[C:6]1[NH:17][C:9]2=[N:10][CH:11]=[CH:12][C:13]([C:14]([OH:16])=O)=[C:8]2[N:7]=1.C1CN([P+](ON2N=NC3C=CC=CC2=3)(N2CCCC2)N2CCCC2)CC1.F[P-](F)(F)(F)(F)F.[CH2:51]([S:53]([NH:56][C:57]1[CH:65]=[CH:64][C:60]([CH2:61][CH2:62][NH2:63])=[CH:59][CH:58]=1)(=[O:55])=[O:54])[CH3:52], predict the reaction product. The product is: [CH2:51]([S:53]([NH:56][C:57]1[CH:65]=[CH:64][C:60]([CH2:61][CH2:62][NH:63][C:14]([C:13]2[CH:12]=[CH:11][N:10]=[C:9]3[NH:17][C:6]([C:2]4[S:1][CH:5]=[CH:4][CH:3]=4)=[N:7][C:8]=23)=[O:16])=[CH:59][CH:58]=1)(=[O:54])=[O:55])[CH3:52]. (4) Given the reactants [OH:1][C@:2]1([CH2:9][NH:10][C:11]([C:13]2[C:14]3[CH:15]=[CH:16][C:17](Cl)=[N:18][C:19]=3[CH:20]=[CH:21][C:22]=2[Cl:23])=[O:12])[CH2:7][CH2:6][CH2:5][C@@H:4]([CH3:8])[CH2:3]1.CC[N:27](C(C)C)C(C)C.[CH:34]1([CH:37]2[CH2:41][CH2:40][N:39](N)[CH:38]2[CH3:43])[CH2:36][CH2:35]1, predict the reaction product. The product is: [OH:1][C@:2]1([CH2:9][NH:10][C:11]([C:13]2[C:14]3[CH:15]=[CH:16][C:17]([N:39]4[CH2:40][CH2:41][CH:37]([CH:34]5[CH2:36][CH2:35]5)[C:38]4([CH3:43])[NH2:27])=[N:18][C:19]=3[CH:20]=[CH:21][C:22]=2[Cl:23])=[O:12])[CH2:7][CH2:6][CH2:5][C@@H:4]([CH3:8])[CH2:3]1.